Dataset: Reaction yield outcomes from USPTO patents with 853,638 reactions. Task: Predict the reaction yield, written as a fraction of the theoretical maximum amount of product (1.0 means a 100% yield; for example, 0.34 means a 34% yield). (1) The reactants are [CH:1]1[C:6]([C:7]([NH2:10])=[N:8][NH2:9])=[CH:5][CH:4]=[N:3][CH:2]=1.O=[C:12]([C:18](OCC)=[O:19])[C:13]([O:15][CH2:16][CH3:17])=[O:14]. The catalyst is C(O)C. The product is [O:19]=[C:18]1[C:12]([C:13]([O:15][CH2:16][CH3:17])=[O:14])=[N:9][NH:8][C:7]([C:6]2[CH:5]=[CH:4][N:3]=[CH:2][CH:1]=2)=[N:10]1. The yield is 0.560. (2) The reactants are [Cl:1][C:2]1[CH:7]=[CH:6][CH:5]=[CH:4][C:3]=1[C:8]1[CH:17]=[C:16]([N+:18]([O-])=O)[CH:15]=[C:14]2[C:9]=1[CH2:10][CH2:11][N:12]([C:21](=[O:26])[C:22]([F:25])([F:24])[F:23])[CH2:13]2. The catalyst is CO. The product is [NH2:18][C:16]1[CH:15]=[C:14]2[C:9]([CH2:10][CH2:11][N:12]([C:21](=[O:26])[C:22]([F:25])([F:23])[F:24])[CH2:13]2)=[C:8]([C:3]2[CH:4]=[CH:5][CH:6]=[CH:7][C:2]=2[Cl:1])[CH:17]=1. The yield is 0.600. (3) The reactants are [Br:1][C:2]1[CH:18]=[CH:17][CH:16]=[CH:15][C:3]=1[CH2:4][S:5]([N:8]1[CH2:13][CH2:12][CH:11]([NH2:14])[CH2:10][CH2:9]1)(=[O:7])=[O:6].Cl.CC[N:22]([CH2:25]C)CC.N.C1C[O:31]CC1. No catalyst specified. The product is [Br:1][C:2]1[CH:18]=[CH:17][CH:16]=[CH:15][C:3]=1[CH2:4][S:5]([N:8]1[CH2:13][CH2:12][CH:11]([NH:14][C:25]([NH2:22])=[O:31])[CH2:10][CH2:9]1)(=[O:6])=[O:7]. The yield is 0.690.